Dataset: Forward reaction prediction with 1.9M reactions from USPTO patents (1976-2016). Task: Predict the product of the given reaction. (1) Given the reactants [CH3:1][O:2][CH:3]1[CH:7]([C:8]#[C:9][Sn](CCCC)(CCCC)CCCC)[CH2:6][CH:5]([O:23][CH3:24])[O:4]1.I[C:26]1[CH:33]=[CH:32][C:29]([C:30]#[N:31])=[CH:28][CH:27]=1, predict the reaction product. The product is: [C:30]([C:29]1[CH:32]=[CH:33][C:26]([C:9]#[C:8][CH:7]2[CH2:6][CH:5]([O:23][CH3:24])[O:4][CH:3]2[O:2][CH3:1])=[CH:27][CH:28]=1)#[N:31]. (2) Given the reactants [NH2:1][C:2]1[CH:10]=[C:9]([C:11]([F:14])([F:13])[F:12])[C:8]([C:15]2[N:16]=[N:17][CH:18]=[CH:19][CH:20]=2)=[CH:7][C:3]=1[C:4]([OH:6])=[O:5].OS(O)(=O)=O.[CH3:26]O, predict the reaction product. The product is: [CH3:26][O:5][C:4](=[O:6])[C:3]1[CH:7]=[C:8]([C:15]2[N:16]=[N:17][CH:18]=[CH:19][CH:20]=2)[C:9]([C:11]([F:12])([F:13])[F:14])=[CH:10][C:2]=1[NH2:1]. (3) Given the reactants [Si]([O:8][CH:9]1[CH2:14][CH:13]([NH:15][C:16]2[N:21]=[C:20]([C:22]3[C:30]4[C:25](=[CH:26][CH:27]=[CH:28][CH:29]=4)[N:24](S(C4C=CC=CC=4)(=O)=O)[CH:23]=3)[C:19]([Cl:40])=[CH:18][N:17]=2)[CH2:12][CH:11]([NH:41][C:42]([C:44]2[CH:49]=[CH:48][C:47]([NH:50]C(=O)OC(C)(C)C)=[CH:46][CH:45]=2)=[O:43])[CH2:10]1)(C(C)(C)C)(C)C.CCCC[N+](CCCC)(CCCC)CCCC.[F-], predict the reaction product. The product is: [NH2:50][C:47]1[CH:48]=[CH:49][C:44]([C:42]([NH:41][CH:11]2[CH2:10][CH:9]([OH:8])[CH2:14][CH:13]([NH:15][C:16]3[N:21]=[C:20]([C:22]4[C:30]5[C:25](=[CH:26][CH:27]=[CH:28][CH:29]=5)[NH:24][CH:23]=4)[C:19]([Cl:40])=[CH:18][N:17]=3)[CH2:12]2)=[O:43])=[CH:45][CH:46]=1. (4) Given the reactants [Cl:1][C:2]1[CH:7]=[CH:6][CH:5]=[CH:4][C:3]=1[C:8]1[C:12]([C:13]2[NH:17][CH:16]=[N:15][N:14]=2)=[CH:11][N:10]([C:18]2[C:23]([CH3:24])=[CH:22][N:21]=[C:20]([NH:25][C:26](=[O:28])[CH3:27])[CH:19]=2)[N:9]=1.[H-].[Na+].[CH3:31][Si:32]([CH2:35][CH2:36][O:37][CH2:38]Cl)([CH3:34])[CH3:33], predict the reaction product. The product is: [Cl:1][C:2]1[CH:7]=[CH:6][CH:5]=[CH:4][C:3]=1[C:8]1[C:12]([C:13]2[N:17]([CH2:38][O:37][CH2:36][CH2:35][Si:32]([CH3:34])([CH3:33])[CH3:31])[CH:16]=[N:15][N:14]=2)=[CH:11][N:10]([C:18]2[C:23]([CH3:24])=[CH:22][N:21]=[C:20]([N:25]([CH2:38][O:37][CH2:36][CH2:35][Si:32]([CH3:34])([CH3:33])[CH3:31])[C:26](=[O:28])[CH3:27])[CH:19]=2)[N:9]=1. (5) Given the reactants [CH3:1][O:2][C:3]([C:5]1[CH:25]=[CH:24][C:8]([CH2:9][CH2:10][N:11]2[C:15](=[O:16])[CH2:14][CH2:13][C@@H:12]2[C:17]([O:19]C(C)(C)C)=[O:18])=[CH:7][CH:6]=1)=[O:4].FC(F)(F)C(O)=O, predict the reaction product. The product is: [CH3:1][O:2][C:3]([C:5]1[CH:6]=[CH:7][C:8]([CH2:9][CH2:10][N:11]2[C:15](=[O:16])[CH2:14][CH2:13][C@@H:12]2[C:17]([OH:19])=[O:18])=[CH:24][CH:25]=1)=[O:4]. (6) The product is: [Br:20][C:21]1[CH:28]=[CH:27][C:24]([CH2:25][N:14]2[C:15]3[C:11](=[CH:10][C:9]([O:8][CH2:7][CH2:6][CH2:5][CH2:4][N:3]([CH2:1][CH3:2])[CH2:18][CH3:19])=[CH:17][CH:16]=3)[CH:12]=[CH:13]2)=[CH:23][CH:22]=1. Given the reactants [CH2:1]([N:3]([CH2:18][CH3:19])[CH2:4][CH2:5][CH2:6][CH2:7][O:8][C:9]1[CH:10]=[C:11]2[C:15](=[CH:16][CH:17]=1)[NH:14][CH:13]=[CH:12]2)[CH3:2].[Br:20][C:21]1[CH:28]=[CH:27][C:24]([CH2:25]Br)=[CH:23][CH:22]=1.CCOCC.O, predict the reaction product. (7) Given the reactants [C:1]([O:5][C:6]([NH:8][CH2:9][C:10]([OH:12])=O)=[O:7])([CH3:4])([CH3:3])[CH3:2].CN(C(ON1N=NC2C=CC=NC1=2)=[N+](C)C)C.F[P-](F)(F)(F)(F)F.[NH2:37][C:38]1[S:42][C:41]([O:43][C:44]2[CH:45]=[C:46]([CH3:60])[C:47]3[CH:51]([CH2:52][C:53]([O:55][CH2:56][CH3:57])=[O:54])[O:50][B:49]([OH:58])[C:48]=3[CH:59]=2)=[N:40][N:39]=1.CCN(C(C)C)C(C)C, predict the reaction product. The product is: [C:1]([O:5][C:6]([NH:8][CH2:9][C:10]([NH:37][C:38]1[S:42][C:41]([O:43][C:44]2[CH:45]=[C:46]([CH3:60])[C:47]3[CH:51]([CH2:52][C:53]([O:55][CH2:56][CH3:57])=[O:54])[O:50][B:49]([OH:58])[C:48]=3[CH:59]=2)=[N:40][N:39]=1)=[O:12])=[O:7])([CH3:2])([CH3:3])[CH3:4].